From a dataset of NCI-60 drug combinations with 297,098 pairs across 59 cell lines. Regression. Given two drug SMILES strings and cell line genomic features, predict the synergy score measuring deviation from expected non-interaction effect. (1) Drug 1: CC=C1C(=O)NC(C(=O)OC2CC(=O)NC(C(=O)NC(CSSCCC=C2)C(=O)N1)C(C)C)C(C)C. Drug 2: C1CN(P(=O)(OC1)NCCCl)CCCl. Cell line: SF-268. Synergy scores: CSS=60.0, Synergy_ZIP=-1.42, Synergy_Bliss=-4.62, Synergy_Loewe=-66.2, Synergy_HSA=-4.98. (2) Drug 1: CN1C(=O)N2C=NC(=C2N=N1)C(=O)N. Drug 2: CCCCCOC(=O)NC1=NC(=O)N(C=C1F)C2C(C(C(O2)C)O)O. Cell line: MOLT-4. Synergy scores: CSS=52.3, Synergy_ZIP=-1.42, Synergy_Bliss=-2.10, Synergy_Loewe=-24.9, Synergy_HSA=-2.42. (3) Drug 1: CNC(=O)C1=CC=CC=C1SC2=CC3=C(C=C2)C(=NN3)C=CC4=CC=CC=N4. Drug 2: C1=CC=C(C(=C1)C(C2=CC=C(C=C2)Cl)C(Cl)Cl)Cl. Cell line: A498. Synergy scores: CSS=12.2, Synergy_ZIP=-2.29, Synergy_Bliss=5.86, Synergy_Loewe=-0.189, Synergy_HSA=6.30. (4) Drug 1: CN(CC1=CN=C2C(=N1)C(=NC(=N2)N)N)C3=CC=C(C=C3)C(=O)NC(CCC(=O)O)C(=O)O. Drug 2: CC1=CC=C(C=C1)C2=CC(=NN2C3=CC=C(C=C3)S(=O)(=O)N)C(F)(F)F. Synergy scores: CSS=7.06, Synergy_ZIP=2.81, Synergy_Bliss=-1.10, Synergy_Loewe=-49.8, Synergy_HSA=-5.97. Cell line: CAKI-1. (5) Drug 1: CC(CN1CC(=O)NC(=O)C1)N2CC(=O)NC(=O)C2. Drug 2: C(CC(=O)O)C(=O)CN.Cl. Cell line: HCC-2998. Synergy scores: CSS=22.9, Synergy_ZIP=-7.71, Synergy_Bliss=-4.22, Synergy_Loewe=-2.81, Synergy_HSA=-2.30. (6) Drug 1: CC(CN1CC(=O)NC(=O)C1)N2CC(=O)NC(=O)C2. Drug 2: COC1=NC(=NC2=C1N=CN2C3C(C(C(O3)CO)O)O)N. Cell line: NCI-H522. Synergy scores: CSS=17.4, Synergy_ZIP=-2.03, Synergy_Bliss=1.30, Synergy_Loewe=2.43, Synergy_HSA=3.22. (7) Drug 1: C1=CC(=CC=C1CCCC(=O)O)N(CCCl)CCCl. Drug 2: CCCCC(=O)OCC(=O)C1(CC(C2=C(C1)C(=C3C(=C2O)C(=O)C4=C(C3=O)C=CC=C4OC)O)OC5CC(C(C(O5)C)O)NC(=O)C(F)(F)F)O. Cell line: SK-OV-3. Synergy scores: CSS=11.2, Synergy_ZIP=-4.87, Synergy_Bliss=-9.10, Synergy_Loewe=-8.23, Synergy_HSA=-8.33. (8) Drug 1: C1CCN(CC1)CCOC2=CC=C(C=C2)C(=O)C3=C(SC4=C3C=CC(=C4)O)C5=CC=C(C=C5)O. Drug 2: C1=CC(=CC=C1CCC2=CNC3=C2C(=O)NC(=N3)N)C(=O)NC(CCC(=O)O)C(=O)O. Cell line: OVCAR3. Synergy scores: CSS=21.2, Synergy_ZIP=-2.61, Synergy_Bliss=-0.586, Synergy_Loewe=-10.3, Synergy_HSA=-1.43. (9) Drug 1: C1=C(C(=O)NC(=O)N1)N(CCCl)CCCl. Drug 2: CC1C(C(CC(O1)OC2CC(CC3=C2C(=C4C(=C3O)C(=O)C5=CC=CC=C5C4=O)O)(C(=O)C)O)N)O. Cell line: PC-3. Synergy scores: CSS=53.7, Synergy_ZIP=-5.15, Synergy_Bliss=-5.28, Synergy_Loewe=-3.20, Synergy_HSA=1.79.